Dataset: Catalyst prediction with 721,799 reactions and 888 catalyst types from USPTO. Task: Predict which catalyst facilitates the given reaction. Reactant: [Br:1][C:2]1[C:15]2[C:14]([C:17]3[CH:22]=[CH:21][CH:20]=[CH:19][CH:18]=3)(O)[C:13]3[C:8](=[CH:9][CH:10]=[CH:11][CH:12]=3)[C:7]([C:24]3[CH:29]=[CH:28][CH:27]=[CH:26][CH:25]=3)(O)[C:6]=2[CH:5]=[CH:4][CH:3]=1.[I-].[K+].O.[PH2](=O)[O-].[Na+].[PH2](=O)O. Product: [Br:1][C:2]1[C:15]2[C:6](=[C:7]([C:24]3[CH:29]=[CH:28][CH:27]=[CH:26][CH:25]=3)[C:8]3[C:13]([C:14]=2[C:17]2[CH:22]=[CH:21][CH:20]=[CH:19][CH:18]=2)=[CH:12][CH:11]=[CH:10][CH:9]=3)[CH:5]=[CH:4][CH:3]=1. The catalyst class is: 15.